This data is from Catalyst prediction with 721,799 reactions and 888 catalyst types from USPTO. The task is: Predict which catalyst facilitates the given reaction. Product: [NH2:1][C:2]1[CH:19]=[CH:18][C:5]([O:6][C:7]2[CH:12]=[CH:11][N:10]=[C:9]3[N:13]([CH3:17])[C:14](=[O:16])[N:15]([CH3:24])[C:8]=23)=[CH:4][C:3]=1[F:20]. The catalyst class is: 1. Reactant: [NH2:1][C:2]1[CH:19]=[CH:18][C:5]([O:6][C:7]2[CH:12]=[CH:11][N:10]=[C:9]3[N:13]([CH3:17])[C:14](=[O:16])[NH:15][C:8]=23)=[CH:4][C:3]=1[F:20].[H-].[Na+].I[CH3:24].O.